This data is from TCR-epitope binding with 47,182 pairs between 192 epitopes and 23,139 TCRs. The task is: Binary Classification. Given a T-cell receptor sequence (or CDR3 region) and an epitope sequence, predict whether binding occurs between them. (1) The epitope is FADDLNQLTGY. The TCR CDR3 sequence is CASMEGGNTEAFF. Result: 0 (the TCR does not bind to the epitope). (2) The epitope is IVTDFSVIK. The TCR CDR3 sequence is CASSLAGGNNEQFF. Result: 1 (the TCR binds to the epitope). (3) The epitope is SLFNTVATLY. The TCR CDR3 sequence is CASSYSKEDTFYEQYF. Result: 0 (the TCR does not bind to the epitope). (4) The epitope is KLSYGIATV. The TCR CDR3 sequence is CASSEQGFEYF. Result: 1 (the TCR binds to the epitope). (5) The epitope is FLNGSCGSV. The TCR CDR3 sequence is CASSLAGLYEQYF. Result: 1 (the TCR binds to the epitope). (6) The epitope is TLVPQEHYV. The TCR CDR3 sequence is CASSPSLGTDTQYF. Result: 1 (the TCR binds to the epitope). (7) The epitope is ILGLPTQTV. The TCR CDR3 sequence is CASRLYSGGDKEQYF. Result: 0 (the TCR does not bind to the epitope).